This data is from Catalyst prediction with 721,799 reactions and 888 catalyst types from USPTO. The task is: Predict which catalyst facilitates the given reaction. Reactant: [CH3:1][O:2][C:3](=[O:18])[CH2:4][C:5]1[C:14]([Cl:15])=[CH:13][CH:12]=[C:11]2[C:6]=1[CH:7]=[C:8]([CH2:16]Br)[CH:9]=[N:10]2.[CH3:19][NH:20][CH3:21].C(O)C. Product: [CH3:1][O:2][C:3](=[O:18])[CH2:4][C:5]1[C:14]([Cl:15])=[CH:13][CH:12]=[C:11]2[C:6]=1[CH:7]=[C:8]([CH2:16][N:20]([CH3:21])[CH3:19])[CH:9]=[N:10]2. The catalyst class is: 3.